Dataset: TCR-epitope binding with 47,182 pairs between 192 epitopes and 23,139 TCRs. Task: Binary Classification. Given a T-cell receptor sequence (or CDR3 region) and an epitope sequence, predict whether binding occurs between them. (1) The epitope is RLRPGGKKK. The TCR CDR3 sequence is CASSQGDGGNLYF. Result: 0 (the TCR does not bind to the epitope). (2) The epitope is AYILFTRFFYV. The TCR CDR3 sequence is CSVNDWTDGYGYTF. Result: 1 (the TCR binds to the epitope). (3) The epitope is GTSGSPIVNR. The TCR CDR3 sequence is CASSIGVETQYF. Result: 1 (the TCR binds to the epitope). (4) The TCR CDR3 sequence is CASSLGASSYEQYF. Result: 0 (the TCR does not bind to the epitope). The epitope is GVAMPNLYK. (5) The TCR CDR3 sequence is CASSSLLAGVMEEQFF. Result: 1 (the TCR binds to the epitope). The epitope is FPPTSFGPL. (6) The TCR CDR3 sequence is CASSSRGEAYQPQHF. The epitope is VTIAEILLI. Result: 1 (the TCR binds to the epitope). (7) The epitope is FLPRVFSAV. The TCR CDR3 sequence is CASSFFSGNTGELFF. Result: 1 (the TCR binds to the epitope).